This data is from Full USPTO retrosynthesis dataset with 1.9M reactions from patents (1976-2016). The task is: Predict the reactants needed to synthesize the given product. (1) Given the product [OH:8][CH2:9][C:7]([C:10]1[CH:15]=[CH:14][CH:13]=[CH:12][C:11]=1[C:16]1[CH:36]=[CH:35][C:19]2[NH:20][C:21]([CH2:23][O:24][C:25]3[CH:30]=[CH:29][C:28]([C:31]([F:33])([F:34])[F:32])=[CH:27][CH:26]=3)=[N:22][C:18]=2[CH:17]=1)=[O:6], predict the reactants needed to synthesize it. The reactants are: C([Si](C)(C)[O:6][C:7]1([C:10]2[CH:15]=[CH:14][CH:13]=[CH:12][C:11]=2[C:16]2[CH:36]=[CH:35][C:19]3[NH:20][C:21]([CH2:23][O:24][C:25]4[CH:30]=[CH:29][C:28]([C:31]([F:34])([F:33])[F:32])=[CH:27][CH:26]=4)=[N:22][C:18]=3[CH:17]=2)[CH2:9][O:8]1)(C)(C)C.O.C1(C)C(S(O)(=O)=O)=CC=CC=1. (2) Given the product [CH3:1][C@H:2]1[C:9]([S:10][C@@H:11]2[CH2:15][NH:14][C@H:13]([C:16]([N:18]([CH3:19])[CH3:20])=[O:17])[CH2:12]2)=[C:8]([C:21]([OH:23])=[O:22])[N:7]2[C@H:3]1[C@@H:4]([C@H:24]([OH:26])[CH3:25])[C:5]2=[O:6].[OH2:27].[OH2:6].[OH2:6], predict the reactants needed to synthesize it. The reactants are: [CH3:1][C@H:2]1[C:9]([S:10][C@@H:11]2[CH2:15][NH:14][C@H:13]([C:16]([N:18]([CH3:20])[CH3:19])=[O:17])[CH2:12]2)=[C:8]([C:21]([OH:23])=[O:22])[N:7]2[C@H:3]1[C@@H:4]([C@H:24]([OH:26])[CH3:25])[C:5]2=[O:6].[OH:27]P([O-])(O)=O.[K+]. (3) Given the product [OH:5][C:3]([C:6]1[N:7]=[C:8]([CH2:11][N:12]2[N:16]=[C:15]([NH:17][C:18]([C:20]3[N:21]=[C:22]([CH3:32])[O:23][C:24]=3[C:25]3[CH:26]=[C:27]([CH3:31])[CH:28]=[CH:29][CH:30]=3)=[O:19])[CH:14]=[N:13]2)[S:9][CH:10]=1)([CH3:33])[CH3:4], predict the reactants needed to synthesize it. The reactants are: N#N.[C:3]([C:6]1[N:7]=[C:8]([CH2:11][N:12]2[N:16]=[C:15]([NH:17][C:18]([C:20]3[N:21]=[C:22]([CH3:32])[O:23][C:24]=3[C:25]3[CH:26]=[C:27]([CH3:31])[CH:28]=[CH:29][CH:30]=3)=[O:19])[CH:14]=[N:13]2)[S:9][CH:10]=1)(=[O:5])[CH3:4].[CH3:33][Al](C)C.[Cl-].[NH4+].Cl. (4) Given the product [CH2:3]([S:5]([C:8]1[CH:9]=[C:10]2[C:15](=[CH:16][C:17]=1[O:18][CH3:19])[N:14]=[C:13]([C:20]1[CH:25]=[CH:24][CH:23]=[C:22]([C:26]([F:29])([F:28])[F:27])[CH:21]=1)[C:12]([CH2:30][N:31]1[CH2:36][CH2:35][CH:34]([N:37]3[CH2:38][CH2:39][O:40][CH2:41][CH2:42]3)[CH2:33][CH2:32]1)=[C:11]2[C:43]([OH:45])=[O:44])(=[O:7])=[O:6])[CH3:4], predict the reactants needed to synthesize it. The reactants are: [OH-].[K+].[CH2:3]([S:5]([C:8]1[CH:9]=[C:10]2[C:15](=[CH:16][C:17]=1[O:18][CH3:19])[N:14]=[C:13]([C:20]1[CH:25]=[CH:24][CH:23]=[C:22]([C:26]([F:29])([F:28])[F:27])[CH:21]=1)[C:12]([CH2:30][N:31]1[CH2:36][CH2:35][CH:34]([N:37]3[CH2:42][CH2:41][O:40][CH2:39][CH2:38]3)[CH2:33][CH2:32]1)=[C:11]2[C:43]([O:45]C)=[O:44])(=[O:7])=[O:6])[CH3:4].[K]. (5) The reactants are: [CH3:1][C:2]1[C:11]2[C:6](=[CH:7][CH:8]=[CH:9][CH:10]=2)[C:5]([C:12]([NH:14][C:15]2[C:16]([C:23]([NH:25][CH2:26][CH:27]3[CH2:32][CH2:31][O:30][CH2:29][CH2:28]3)=[O:24])=[N:17][C:18]([O:21][CH3:22])=[CH:19][CH:20]=2)=[O:13])=[CH:4][CH:3]=1.[Br:33]N1C(=O)CCC1=O.C(OOC(=O)C1C=CC=CC=1)(=O)C1C=CC=CC=1. Given the product [Br:33][CH2:1][C:2]1[C:11]2[C:6](=[CH:7][CH:8]=[CH:9][CH:10]=2)[C:5]([C:12]([NH:14][C:15]2[C:16]([C:23]([NH:25][CH2:26][CH:27]3[CH2:28][CH2:29][O:30][CH2:31][CH2:32]3)=[O:24])=[N:17][C:18]([O:21][CH3:22])=[CH:19][CH:20]=2)=[O:13])=[CH:4][CH:3]=1, predict the reactants needed to synthesize it. (6) The reactants are: [CH3:1][C:2]1[CH:10]=[CH:9][C:8]2[NH:7][C:6]3[CH:11]4[CH2:17][CH2:16][N:14]([CH2:15][C:5]=3[C:4]=2[CH:3]=1)[CH2:13][CH2:12]4.Br[C:19]1[CH:20]=[C:21]2[C:26](=[CH:27][CH:28]=1)[N:25]=[CH:24][N:23]=[C:22]2[O:29][CH3:30]. Given the product [CH3:30][O:29][C:22]1[C:21]2[C:26](=[CH:27][CH:28]=[C:19]([N:7]3[C:8]4[CH:9]=[CH:10][C:2]([CH3:1])=[CH:3][C:4]=4[C:5]4[CH2:15][N:14]5[CH2:13][CH2:12][CH:11]([C:6]3=4)[CH2:17][CH2:16]5)[CH:20]=2)[N:25]=[CH:24][N:23]=1, predict the reactants needed to synthesize it. (7) Given the product [F:23][C:10]1[CH:11]=[C:12]([CH:21]=[CH:22][C:9]=1[O:8][CH2:27][C:26]1[CH:29]=[CH:30][C:31]([C:33]([F:34])([F:36])[F:35])=[CH:32][C:25]=1[F:24])[CH2:13][N:14]1[CH2:18][C@@H:17]([CH3:19])[O:16][C:15]1=[O:20], predict the reactants needed to synthesize it. The reactants are: [Si]([O:8][C:9]1[CH:22]=[CH:21][C:12]([CH2:13][N:14]2[CH2:18][C@@H:17]([CH3:19])[O:16][C:15]2=[O:20])=[CH:11][C:10]=1[F:23])(C(C)(C)C)(C)C.[F:24][C:25]1[CH:32]=[C:31]([C:33]([F:36])([F:35])[F:34])[CH:30]=[CH:29][C:26]=1[CH2:27]Br.